This data is from Catalyst prediction with 721,799 reactions and 888 catalyst types from USPTO. The task is: Predict which catalyst facilitates the given reaction. Reactant: [N:1]1[CH:6]=[CH:5][CH:4]=[N:3][C:2]=1[C:7]1[NH:8][C:9]2[N:10]([CH:15]=1)[CH2:11][CH:12]=[CH:13][CH:14]=2.Br[C:17]1[CH:22]=[CH:21][CH:20]=[CH:19][CH:18]=1.CC([O-])(C)C.[Na+].P(C(C)(C)C)(C(C)(C)C)C(C)(C)C. Product: [C:17]1([N:8]2[C:9]3=[CH:14][CH:13]=[CH:12][CH2:11][N:10]3[CH:15]=[C:7]2[C:2]2[N:3]=[CH:4][CH:5]=[CH:6][N:1]=2)[CH:22]=[CH:21][CH:20]=[CH:19][CH:18]=1. The catalyst class is: 222.